From a dataset of Reaction yield outcomes from USPTO patents with 853,638 reactions. Predict the reaction yield, written as a fraction of the theoretical maximum amount of product (1.0 means a 100% yield; for example, 0.34 means a 34% yield). (1) The reactants are Br[C:2]1[CH:3]=[C:4]([C:7]([O:9][CH3:10])=[O:8])[O:5][CH:6]=1.C([O-])([O-])=O.[Na+].[Na+].[CH2:17]([N:19]1[C:23](B2OC(C)(C)C(C)(C)O2)=[C:22]([CH3:33])[CH:21]=[N:20]1)[CH3:18]. The catalyst is C1COCC1.C1C=CC(P(C2C=CC=CC=2)[C-]2C=CC=C2)=CC=1.C1C=CC(P(C2C=CC=CC=2)[C-]2C=CC=C2)=CC=1.Cl[Pd]Cl.[Fe+2]. The product is [CH2:17]([N:19]1[C:23]([C:2]2[CH:3]=[C:4]([C:7]([O:9][CH3:10])=[O:8])[O:5][CH:6]=2)=[C:22]([CH3:33])[CH:21]=[N:20]1)[CH3:18]. The yield is 0.760. (2) The reactants are COC1C=CC([C:9]2(C)[CH:14]=[CH:13][C:12]([N:15]3[CH:19]=[CH:18][C:17]([CH2:20][CH:21]([C:24]4[CH:25]=[C:26]([CH3:30])[CH:27]=[CH:28][CH:29]=4)[C:22]#[N:23])=[N:16]3)=[CH:11][CH2:10]2)=CC=1.[N-:32]=[N+:33]=[N-:34].[Na+].[Cl-].[NH4+].CN([CH:41]=[O:42])C. The catalyst is O. The product is [CH3:41][O:42][C:9]1[CH:10]=[CH:11][C:12]([N:15]2[C:19]([C:27]3[CH:26]=[CH:25][C:24]([CH3:21])=[CH:29][CH:28]=3)=[CH:18][C:17]([CH2:20][CH:21]([C:22]3[NH:23][N:34]=[N:33][N:32]=3)[C:24]3[CH:25]=[C:26]([CH3:30])[CH:27]=[CH:28][CH:29]=3)=[N:16]2)=[CH:13][CH:14]=1. The yield is 0.200. (3) The reactants are [OH:1][CH2:2][CH2:3][N:4]1[CH2:9][CH2:8][N:7]([C:10]2[N:15]=[C:14]([CH3:16])[N:13]=[C:12]([NH:17][C:18]3[S:19][C:20]([S:23][C:24]4[CH:29]=[CH:28][N:27]=[C:26]([C:30]([OH:32])=O)[CH:25]=4)=[CH:21][N:22]=3)[CH:11]=2)[CH2:6][CH2:5]1.[NH2:33][CH2:34][C:35]([C:43]1[CH:48]=[CH:47][CH:46]=[CH:45][CH:44]=1)([C:37]1[CH:42]=[CH:41][CH:40]=[CH:39][CH:38]=1)[OH:36].C1C=CC2N(O)N=NC=2C=1.CCN=C=NCCCN(C)C.C(N(C(C)C)CC)(C)C. The catalyst is CN1C(=O)CCC1. The product is [OH:36][C:35]([C:43]1[CH:48]=[CH:47][CH:46]=[CH:45][CH:44]=1)([C:37]1[CH:42]=[CH:41][CH:40]=[CH:39][CH:38]=1)[CH2:34][NH:33][C:30](=[O:32])[C:26]1[CH:25]=[C:24]([S:23][C:20]2[S:19][C:18]([NH:17][C:12]3[CH:11]=[C:10]([N:7]4[CH2:8][CH2:9][N:4]([CH2:3][CH2:2][OH:1])[CH2:5][CH2:6]4)[N:15]=[C:14]([CH3:16])[N:13]=3)=[N:22][CH:21]=2)[CH:29]=[CH:28][N:27]=1. The yield is 0.440. (4) The reactants are [C:1]([OH:5])(=O)[CH:2]=[CH2:3].Cl.[CH3:7][N:8]1[CH2:14][C:13]2[CH:15]=[C:16](/[CH:19]=[CH:20]/[C:21](O)=O)[CH:17]=[N:18][C:12]=2NC(=O)[CH2:9]1.CNCC1C2C(=CC=CC=2)N(C)C=1.CNCC1C=CC2C(=CC=CC=2)C=1CCC. No catalyst specified. The product is [CH3:17][N:18]([CH2:12][C:13]1[C:15]2[C:9](=[CH:21][CH:20]=[CH:19][CH:16]=2)[N:8]([CH3:7])[CH:14]=1)[C:1](=[O:5])[CH:2]=[CH2:3]. The yield is 0.580. (5) The product is [Cl:29][C:12]1[CH:11]=[C:10]([N:9]2[C:4](=[O:3])[NH:5][C:6](=[O:32])[C:7]([C:30]#[N:31])=[N:8]2)[CH:15]=[C:14]([Cl:16])[C:13]=1[CH2:17][C:18]1[CH:23]=[C:22]([CH:24]([CH3:26])[CH3:25])[C:21](=[O:27])[N:20]([CH3:28])[N:19]=1. The reactants are C([O:3][C:4](=O)[NH:5][C:6](=[O:32])[C:7]([C:30]#[N:31])=[N:8][NH:9][C:10]1[CH:15]=[C:14]([Cl:16])[C:13]([CH2:17][C:18]2[CH:23]=[C:22]([CH:24]([CH3:26])[CH3:25])[C:21](=[O:27])[N:20]([CH3:28])[N:19]=2)=[C:12]([Cl:29])[CH:11]=1)C.C([O-])(=O)C.[Na+]. The catalyst is C(O)(=O)C. The yield is 0.440. (6) The yield is 0.840. The catalyst is CO. The reactants are [CH:1]1[C:13]2[CH:12]([NH:14][C:15](=[O:35])[C:16]3[CH:21]=[C:20]([O:22][CH3:23])[C:19]([O:24][CH2:25][C:26]4[CH:31]=[CH:30][CH:29]=[CH:28][CH:27]=4)=[CH:18][C:17]=3[N+:32]([O-])=O)[C:11]3[C:6](=[CH:7][CH:8]=[CH:9][CH:10]=3)[C:5]=2[CH:4]=[CH:3][CH:2]=1.O.O.Cl[Sn]Cl. The product is [CH:10]1[C:11]2[CH:12]([NH:14][C:15](=[O:35])[C:16]3[CH:21]=[C:20]([O:22][CH3:23])[C:19]([O:24][CH2:25][C:26]4[CH:31]=[CH:30][CH:29]=[CH:28][CH:27]=4)=[CH:18][C:17]=3[NH2:32])[C:13]3[C:5](=[CH:4][CH:3]=[CH:2][CH:1]=3)[C:6]=2[CH:7]=[CH:8][CH:9]=1. (7) The reactants are [NH2:1][C:2]1[S:3][C:4]2[C:9]([N:10]=1)=[CH:8][CH:7]=[C:6]([O:11][C:12]1[CH:13]=[C:14]([NH:19][C:20](=[O:32])[C:21]3[CH:26]=[CH:25][CH:24]=[C:23]([C:27]4([C:30]#[N:31])[CH2:29][CH2:28]4)[CH:22]=3)[CH:15]=[CH:16][C:17]=1[CH3:18])[N:5]=2.[CH:33]1([C:36](Cl)=[O:37])[CH2:35][CH2:34]1.C(=O)([O-])O.[Na+]. The catalyst is N1C=CC=CC=1. The product is [C:30]([C:27]1([C:23]2[CH:22]=[C:21]([CH:26]=[CH:25][CH:24]=2)[C:20]([NH:19][C:14]2[CH:15]=[CH:16][C:17]([CH3:18])=[C:12]([O:11][C:6]3[N:5]=[C:4]4[S:3][C:2]([NH:1][C:36]([CH:33]5[CH2:35][CH2:34]5)=[O:37])=[N:10][C:9]4=[CH:8][CH:7]=3)[CH:13]=2)=[O:32])[CH2:29][CH2:28]1)#[N:31]. The yield is 0.610. (8) The reactants are [CH3:1][S:2][C:3]1[N:4]=[CH:5][C:6]2[C:15](=[O:16])[N:14]([C:17]3[CH:18]=[C:19]([CH:23]=[CH:24][CH:25]=3)[C:20]([OH:22])=O)[CH2:13][C@H:12]3[N:8]([CH2:9][CH2:10][CH2:11]3)[C:7]=2[N:26]=1.Cl.[CH2:28]([N:30]=C=NCCCN(C)C)C.Cl.CN.C(N(CC)CC)C. The catalyst is CN(C=O)C.C(OCC)(=O)C. The product is [CH3:28][NH:30][C:20](=[O:22])[C:19]1[CH:23]=[CH:24][CH:25]=[C:17]([N:14]2[CH2:13][C@H:12]3[N:8]([CH2:9][CH2:10][CH2:11]3)[C:7]3[N:26]=[C:3]([S:2][CH3:1])[N:4]=[CH:5][C:6]=3[C:15]2=[O:16])[CH:18]=1. The yield is 0.910. (9) The reactants are O=C1C2[C:5](=[C:6](/[N:11]=[CH:12]/[C:13]3[CH:18]=[CH:17][C:16]([CH:19]4[CH2:23][CH2:22][CH2:21][N:20]4[C:24]([O:26][CH2:27][C:28]4[CH:33]=[CH:32][CH:31]=[CH:30][CH:29]=4)=[O:25])=[CH:15][CH:14]=3)C=CC=2)[CH2:4]O1.[F:34][C:35]1[CH:42]=[CH:41][C:38]([CH:39]=O)=[CH:37][CH:36]=1.[CH3:43][CH2:44][O-:45].[Na+].[C:47]([O:51][CH2:52][CH3:53])(=[O:50])[CH2:48][CH3:49]. The catalyst is CCO. The product is [CH2:27]([O:26][C:24]([N:20]1[CH2:21][CH2:22][CH2:23][CH:19]1[C:16]1[CH:17]=[CH:18][C:13]([CH:12]2[CH:39]([C:38]3[CH:41]=[CH:42][C:35]([F:34])=[CH:36][CH:37]=3)[C:44](=[O:45])[C:43]3[C:48]([C:47]([O:51][CH2:52][CH3:53])=[O:50])=[CH:49][CH:4]=[CH:5][C:6]=3[NH:11]2)=[CH:14][CH:15]=1)=[O:25])[C:28]1[CH:29]=[CH:30][CH:31]=[CH:32][CH:33]=1. The yield is 0.200. (10) The reactants are O1CCO[CH:2]1[CH2:6][CH2:7][CH2:8][CH2:9][N:10]1[CH2:15][CH2:14][CH:13]([C:16]2[CH:17]=[C:18]([NH:22][C:23](=[O:27])[CH:24]([CH3:26])[CH3:25])[CH:19]=[CH:20][CH:21]=2)[CH2:12][CH2:11]1.[CH3:28][N:29]([C:31]1[CH:36]=[CH:35][CH:34]=[CH:33][CH:32]=1)N.CC(O)=O.C([O-])([O-])=O.[K+].[K+]. The catalyst is O.[Cl-].[Cl-].[Zn+2]. The product is [CH3:25][CH:24]([CH3:26])[C:23]([NH:22][C:18]1[CH:19]=[CH:20][CH:21]=[C:16]([CH:13]2[CH2:14][CH2:15][N:10]([CH2:9][CH2:8][CH2:7][C:6]3[C:36]4[C:31](=[CH:32][CH:33]=[CH:34][CH:35]=4)[N:29]([CH3:28])[CH:2]=3)[CH2:11][CH2:12]2)[CH:17]=1)=[O:27]. The yield is 0.187.